From a dataset of Catalyst prediction with 721,799 reactions and 888 catalyst types from USPTO. Predict which catalyst facilitates the given reaction. Reactant: [CH:1]1([NH:4][C:5](=[O:19])[C:6]2[CH:11]=[C:10](/[CH:12]=[CH:13]/[CH2:14][O:15][CH3:16])[N:9]=[C:8]([O:17][CH3:18])[CH:7]=2)[CH2:3][CH2:2]1. Product: [CH:1]1([NH:4][C:5](=[O:19])[C:6]2[CH:11]=[C:10]([CH2:12][CH2:13][CH2:14][O:15][CH3:16])[N:9]=[C:8]([O:17][CH3:18])[CH:7]=2)[CH2:3][CH2:2]1. The catalyst class is: 99.